Dataset: Full USPTO retrosynthesis dataset with 1.9M reactions from patents (1976-2016). Task: Predict the reactants needed to synthesize the given product. Given the product [NH2:10][C:11]12[CH2:19][CH2:18][CH:15]([CH2:16][CH2:17]1)[CH2:14][N:13]1[C:20](=[O:46])[C:21]([OH:38])=[C:22]([C:24]([NH:25][CH2:26][C:27](=[O:36])[CH2:28][C:29]3[CH:30]=[CH:31][C:32]([F:35])=[CH:33][CH:34]=3)=[O:37])[N:23]=[C:12]21, predict the reactants needed to synthesize it. The reactants are: C(OC(=O)[NH:10][C:11]12[CH2:19][CH2:18][CH:15]([CH2:16][CH2:17]1)[CH2:14][N:13]1[C:20](=[O:46])[C:21]([O:38]CC3C=CC=CC=3)=[C:22]([C:24](=[O:37])[NH:25][CH2:26][C:27](=[O:36])[CH2:28][C:29]3[CH:34]=[CH:33][C:32]([F:35])=[CH:31][CH:30]=3)[N:23]=[C:12]21)C1C=CC=CC=1.Cl.